Dataset: Forward reaction prediction with 1.9M reactions from USPTO patents (1976-2016). Task: Predict the product of the given reaction. Given the reactants [NH:1]1[CH2:4][CH:3]([O:5][C:6]2[CH:16]=[CH:15][C:9]([CH2:10][N:11]3[CH2:14][CH2:13][CH2:12]3)=[CH:8][CH:7]=2)[CH2:2]1.[CH3:17][O:18][C:19]1[CH:24]=[CH:23][C:22]([C:25]2[O:29][C:28]([C:30](OCC)=[O:31])=[N:27][N:26]=2)=[CH:21][CH:20]=1, predict the reaction product. The product is: [N:11]1([CH2:10][C:9]2[CH:15]=[CH:16][C:6]([O:5][CH:3]3[CH2:2][N:1]([C:30]([C:28]4[O:29][C:25]([C:22]5[CH:23]=[CH:24][C:19]([O:18][CH3:17])=[CH:20][CH:21]=5)=[N:26][N:27]=4)=[O:31])[CH2:4]3)=[CH:7][CH:8]=2)[CH2:12][CH2:13][CH2:14]1.